From a dataset of Catalyst prediction with 721,799 reactions and 888 catalyst types from USPTO. Predict which catalyst facilitates the given reaction. (1) Reactant: [CH3:1][O:2][C:3]1[CH:4]=[C:5]2[C:10](=[CH:11][C:12]=1[O:13][CH3:14])[N:9]=[CH:8][N:7]=[C:6]2[O:15][C:16]1[CH:22]=[CH:21][C:19]([NH2:20])=[CH:18][CH:17]=1.Cl[C:24](Cl)([O:26][C:27](=[O:33])OC(Cl)(Cl)Cl)Cl.[CH2:35]([N:37]([CH2:41]C)[CH2:38][CH2:39]O)[CH3:36].C(=O)(O)[O-].[Na+]. Product: [CH3:1][O:2][C:3]1[CH:4]=[C:5]2[C:10](=[CH:11][C:12]=1[O:13][CH3:14])[N:9]=[CH:8][N:7]=[C:6]2[O:15][C:16]1[CH:22]=[CH:21][C:19]([NH:20][C:27](=[O:33])[O:26][CH2:24][CH2:41][N:37]([CH2:38][CH3:39])[CH2:35][CH3:36])=[CH:18][CH:17]=1. The catalyst class is: 208. (2) Reactant: [NH:1]1[C:5]([C:6]2[N:11]=[CH:10][C:9]([C:12]3[N:17]4[CH:18]=[C:19]([CH2:21][OH:22])[N:20]=[C:16]4[C:15]([N:23]4[CH2:28][CH2:27][O:26][CH2:25][CH2:24]4)=[N:14][CH:13]=3)=[CH:8][CH:7]=2)=[N:4][N:3]=[N:2]1.[H-].[Na+].Cl[C:32]1[CH:41]=[CH:40][C:39]2[C:34](=[CH:35][CH:36]=[CH:37][CH:38]=2)[N:33]=1.O. Product: [NH:1]1[C:5]([C:6]2[N:11]=[CH:10][C:9]([C:12]3[N:17]4[CH:18]=[C:19]([CH2:21][O:22][C:32]5[CH:41]=[CH:40][C:39]6[C:34](=[CH:35][CH:36]=[CH:37][CH:38]=6)[N:33]=5)[N:20]=[C:16]4[C:15]([N:23]4[CH2:28][CH2:27][O:26][CH2:25][CH2:24]4)=[N:14][CH:13]=3)=[CH:8][CH:7]=2)=[N:4][N:3]=[N:2]1. The catalyst class is: 3. (3) Reactant: [CH3:1][O:2][C:3](=[O:12])[C:4]1[CH:9]=[CH:8][C:7]([CH2:10][NH2:11])=[CH:6][CH:5]=1.[CH:13](=O)[C:14]1[CH:19]=[CH:18][CH:17]=[CH:16][CH:15]=1.[BH4-].[Na+]. Product: [CH3:1][O:2][C:3]([C:4]1[CH:9]=[CH:8][C:7]([CH2:10][NH:11][CH2:13][C:14]2[CH:19]=[CH:18][CH:17]=[CH:16][CH:15]=2)=[CH:6][CH:5]=1)=[O:12]. The catalyst class is: 14. (4) The catalyst class is: 45. Product: [O:17]=[C:12]1[CH2:13][CH2:14][CH2:15][C@H:16]2[C@@H:11]1[CH2:10][CH2:9][N:8]2[C:26]([O:28][C:29]([CH3:30])([CH3:31])[CH3:32])=[O:27]. Reactant: C([N:8]1[C@@H:16]2[C@@H:11]([C:12](=[O:17])[CH2:13][CH2:14][CH2:15]2)[CH2:10][CH2:9]1)C1C=CC=CC=1.[C:26](O[C:26]([O:28][C:29]([CH3:32])([CH3:31])[CH3:30])=[O:27])([O:28][C:29]([CH3:32])([CH3:31])[CH3:30])=[O:27]. (5) Reactant: [C:1](Cl)(=O)[C:2]([Cl:4])=[O:3].[N:7]1[C:16]2[C:11](=[CH:12][CH:13]=[CH:14][CH:15]=2)[CH:10]=[CH:9][C:8]=1[N:17]1[C:21]2=[N:22][CH:23]=[CH:24][CH:25]=[C:20]2C(C(O)=O)=[CH:18]1. Product: [ClH:4].[Cl:4][C:2]([C:1]1[C:20]2[C:21](=[N:22][CH:23]=[CH:24][CH:25]=2)[N:17]([C:8]2[CH:9]=[CH:10][C:11]3[C:16](=[CH:15][CH:14]=[CH:13][CH:12]=3)[N:7]=2)[CH:18]=1)=[O:3]. The catalyst class is: 4. (6) The catalyst class is: 182. Product: [Cl:8][C:5]1[N:4]=[CH:3][C:2]([B:9]([OH:14])[OH:10])=[CH:7][N:6]=1. Reactant: Br[C:2]1[CH:3]=[N:4][C:5]([Cl:8])=[N:6][CH:7]=1.[B:9](OC(C)C)([O:14]C(C)C)[O:10]C(C)C.C([Li])CCC.Cl. (7) Reactant: [Cl:1][C:2]1[CH:3]=[CH:4][C:5]2[N:6]([C:8]([C:18]3[CH:23]=[CH:22][N:21]=[C:20]([NH:24]C(=O)OC(C)(C)C)[CH:19]=3)=[C:9]([C:11]3[CH:16]=[CH:15][C:14]([Cl:17])=[CH:13][CH:12]=3)[N:10]=2)[N:7]=1.Cl. Product: [Cl:1][C:2]1[CH:3]=[CH:4][C:5]2[N:6]([C:8]([C:18]3[CH:23]=[CH:22][N:21]=[C:20]([NH2:24])[CH:19]=3)=[C:9]([C:11]3[CH:12]=[CH:13][C:14]([Cl:17])=[CH:15][CH:16]=3)[N:10]=2)[N:7]=1. The catalyst class is: 4. (8) Reactant: [C:1]([C:5]1[NH:9][C:8]([C:10]2[CH:15]=[CH:14][N:13]=[CH:12][CH:11]=2)=[C:7](I)[N:6]=1)([CH3:4])([CH3:3])[CH3:2].[C:17]1(B(O)O)[C:26]2[C:21](=[CH:22][CH:23]=[CH:24][CH:25]=2)[CH:20]=[CH:19][CH:18]=1.C([O-])(O)=O.[Na+].O. Product: [C:1]([C:5]1[NH:9][C:8]([C:10]2[CH:15]=[CH:14][N:13]=[CH:12][CH:11]=2)=[C:7]([C:19]2[CH:18]=[CH:17][C:26]3[C:21](=[CH:22][CH:23]=[CH:24][CH:25]=3)[CH:20]=2)[N:6]=1)([CH3:4])([CH3:3])[CH3:2]. The catalyst class is: 780. (9) Reactant: Br[C:2]1[CH:7]=[CH:6][CH:5]=[CH:4][N:3]=1.[Li]CCCC.C(O[C:16]([C:18]1[CH:19]=[N:20][C:21]2[C:26]([C:27]=1[Cl:28])=[CH:25][CH:24]=[CH:23][C:22]=2[C:29]([F:32])([F:31])[F:30])=[O:17])C.O. Product: [Cl:28][C:27]1[C:26]2[C:21](=[C:22]([C:29]([F:30])([F:31])[F:32])[CH:23]=[CH:24][CH:25]=2)[N:20]=[CH:19][C:18]=1[C:16]([C:2]1[CH:7]=[CH:6][CH:5]=[CH:4][N:3]=1)=[O:17]. The catalyst class is: 1. (10) The catalyst class is: 17. Product: [CH3:24][OH:25].[NH4+:1].[OH-:33].[C:31]([NH:1][C:2]1[N:7]=[C:6]([CH3:8])[N:5]=[C:4]([C:9]2[N:13]3[N:14]=[CH:15][CH:16]=[CH:17][C:12]3=[N:11][C:10]=2[NH:18][C:19]2[CH:23]=[CH:22][N:21]([C:24]([O:26][C:27]([CH3:30])([CH3:29])[CH3:28])=[O:25])[N:20]=2)[CH:3]=1)(=[O:33])[CH3:32]. Reactant: [NH2:1][C:2]1[N:7]=[C:6]([CH3:8])[N:5]=[C:4]([C:9]2[N:13]3[N:14]=[CH:15][CH:16]=[CH:17][C:12]3=[N:11][C:10]=2[NH:18][C:19]2[CH:23]=[CH:22][N:21]([C:24]([O:26][C:27]([CH3:30])([CH3:29])[CH3:28])=[O:25])[N:20]=2)[CH:3]=1.[C:31](OC(=O)C)(=[O:33])[CH3:32].